Task: Predict the reactants needed to synthesize the given product.. Dataset: Full USPTO retrosynthesis dataset with 1.9M reactions from patents (1976-2016) (1) The reactants are: [CH3:1][O:2][C:3]([C:5]1[CH:17]=[C:16](I)[C:8]2[N:9]=[CH:10][N:11]([CH2:12][CH:13]([CH3:15])[CH3:14])[C:7]=2[CH:6]=1)=[O:4].[Br-].[CH3:20][C:21]1[CH:22]=[CH:23][C:24]([Zn+])=[N:25][CH:26]=1. Given the product [CH3:1][O:2][C:3]([C:5]1[CH:17]=[C:16]([C:24]2[CH:23]=[CH:22][C:21]([CH3:20])=[CH:26][N:25]=2)[C:8]2[N:9]=[CH:10][N:11]([CH2:12][CH:13]([CH3:15])[CH3:14])[C:7]=2[CH:6]=1)=[O:4], predict the reactants needed to synthesize it. (2) Given the product [OH:15][C:10]1[CH:11]=[CH:12][CH:13]=[CH:14][C:9]=1[C:18]1[CH:23]=[CH:22][CH:21]=[CH:20][N:19]=1, predict the reactants needed to synthesize it. The reactants are: CC1(C)C(C)(C)OB([C:9]2[CH:14]=[CH:13][CH:12]=[CH:11][C:10]=2[OH:15])O1.Br[C:18]1[CH:23]=[CH:22][CH:21]=[CH:20][N:19]=1.C([O-])([O-])=O.[K+].[K+].C(COC)OC. (3) Given the product [CH3:13][CH:10]1[C:3]2[C:4]3[CH:5]=[CH:6][CH:7]=[CH:8][C:9]=3[NH:1][C:2]=2[C:15]([C:14]([O:19][CH2:20][CH3:21])=[O:18])=[CH:17][NH:12][CH2:11]1, predict the reactants needed to synthesize it. The reactants are: [NH:1]1[C:9]2[C:4](=[CH:5][CH:6]=[CH:7][CH:8]=2)[C:3]([CH:10]([CH3:13])[CH2:11][NH2:12])=[CH:2]1.[C:14]([O:19][CH2:20][CH3:21])(=[O:18])[C:15]([CH3:17])=O. (4) Given the product [CH2:1]([O:5][C:6]1[C:7]([CH3:17])=[CH:8][C:9]([C:10]([OH:12])=[O:11])=[CH:14][C:15]=1[CH3:16])[CH2:2][CH2:3][CH3:4], predict the reactants needed to synthesize it. The reactants are: [CH2:1]([O:5][C:6]1[C:15]([CH3:16])=[CH:14][C:9]([C:10]([O:12]C)=[O:11])=[CH:8][C:7]=1[CH3:17])[CH2:2][CH2:3][CH3:4].CO. (5) Given the product [O:41]([CH2:40][CH2:39][N:5]1[CH2:6][C@@H:1]2[CH2:7][C@H:4]1[CH2:3][N:2]2[C:8]1[N:13]2[CH:14]=[CH:15][N:16]=[C:12]2[CH:11]=[C:10]([C:17]2[CH:22]=[CH:21][N:20]=[C:19]([NH:23][C@H:24]([C:26]3[CH:27]=[CH:28][CH:29]=[CH:30][CH:31]=3)[CH3:25])[CH:18]=2)[N:9]=1)[C:42]1[CH:47]=[CH:46][CH:45]=[CH:44][CH:43]=1, predict the reactants needed to synthesize it. The reactants are: [CH:1]12[CH2:7][CH:4]([NH:5][CH2:6]1)[CH2:3][N:2]2[C:8]1[N:13]2[CH:14]=[CH:15][N:16]=[C:12]2[CH:11]=[C:10]([C:17]2[CH:22]=[CH:21][N:20]=[C:19]([NH:23][CH:24]([C:26]3[CH:31]=[CH:30][CH:29]=[CH:28][CH:27]=3)[CH3:25])[CH:18]=2)[N:9]=1.C(=O)([O-])[O-].[K+].[K+].Br[CH2:39][CH2:40][O:41][C:42]1[CH:47]=[CH:46][CH:45]=[CH:44][CH:43]=1. (6) Given the product [NH2:1][C@@H:2]([CH2:10][C:11]1[CH:12]=[N:13][C:14]([Br:17])=[CH:15][CH:16]=1)[C:3]([OH:5])=[O:4], predict the reactants needed to synthesize it. The reactants are: [NH2:1][C@@H:2]([CH2:10][C:11]1[CH:12]=[N:13][C:14]([Br:17])=[CH:15][CH:16]=1)[C:3]([O:5]C(C)(C)C)=[O:4].C(O)(C(F)(F)F)=O.